This data is from Full USPTO retrosynthesis dataset with 1.9M reactions from patents (1976-2016). The task is: Predict the reactants needed to synthesize the given product. (1) Given the product [S:1]([N:11]1[C:15]2=[N:16][CH:17]=[C:18]([CH:20]([OH:21])[CH2:25][CH:24]=[CH2:23])[N:19]=[C:14]2[CH:13]=[CH:12]1)([C:4]1[CH:5]=[CH:6][C:7]([CH3:8])=[CH:9][CH:10]=1)(=[O:2])=[O:3], predict the reactants needed to synthesize it. The reactants are: [S:1]([N:11]1[C:15]2=[N:16][CH:17]=[C:18]([CH:20]=[O:21])[N:19]=[C:14]2[CH:13]=[CH:12]1)([C:4]1[CH:10]=[CH:9][C:7]([CH3:8])=[CH:6][CH:5]=1)(=[O:3])=[O:2].Br[CH2:23][CH:24]=[CH2:25].[In].Cl. (2) Given the product [Br:1][C:2]1[CH:7]=[CH:6][C:5]([N:8]2[CH2:9][CH2:10][N:11]([CH3:14])[CH2:12][CH2:13]2)=[C:4]([CH:3]=1)[NH2:15], predict the reactants needed to synthesize it. The reactants are: [Br:1][C:2]1[CH:7]=[CH:6][C:5]([N:8]2[CH2:13][CH2:12][N:11]([CH3:14])[CH2:10][CH2:9]2)=[C:4]([N+:15]([O-])=O)[CH:3]=1.O.[NH4+].[Cl-]. (3) Given the product [Br:1][C:2]1[CH:8]=[C:7]([CH3:9])[C:5]([NH:6][Si:17]([CH3:27])([CH3:28])[CH:18]2[C:22]([CH3:23])=[C:21]([CH3:24])[C:20]([CH3:25])=[C:19]2[CH3:26])=[C:4]([CH3:10])[CH:3]=1, predict the reactants needed to synthesize it. The reactants are: [Br:1][C:2]1[CH:8]=[C:7]([CH3:9])[C:5]([NH2:6])=[C:4]([CH3:10])[CH:3]=1.[Li]CCCC.Cl[Si:17]([CH3:28])([CH3:27])[CH:18]1[C:22]([CH3:23])=[C:21]([CH3:24])[C:20]([CH3:25])=[C:19]1[CH3:26]. (4) Given the product [Br:1][C:2]1[C:10]2[S:9][C:8]([NH2:17])=[CH:7][C:6]=2[CH:5]=[CH:4][CH:3]=1, predict the reactants needed to synthesize it. The reactants are: [Br:1][C:2]1[C:10]2[S:9][C:8](C(O)=O)=[CH:7][C:6]=2[CH:5]=[CH:4][CH:3]=1.C([N:17](CC)C(C)C)(C)C.P(N=[N+]=[N-])(=O)(OC1C=CC=CC=1)OC1C=CC=CC=1.C(O)(=O)C. (5) Given the product [F:25][C:26]([F:37])([F:36])[C:27]1[CH:32]=[C:31]([C:2]2[CH:7]=[CH:6][C:5]([C@@H:8]3[CH2:10][C@H:9]3[NH:11][C:12](=[O:18])[O:13][C:14]([CH3:17])([CH3:16])[CH3:15])=[CH:4][CH:3]=2)[CH:30]=[CH:29][CH:28]=1, predict the reactants needed to synthesize it. The reactants are: Br[C:2]1[CH:7]=[CH:6][C:5]([C@@H:8]2[CH2:10][C@H:9]2[NH:11][C:12](=[O:18])[O:13][C:14]([CH3:17])([CH3:16])[CH3:15])=[CH:4][CH:3]=1.C(=O)([O-])[O-].[K+].[K+].[F:25][C:26]([F:37])([F:36])[C:27]1[CH:28]=[C:29](B(O)O)[CH:30]=[CH:31][CH:32]=1.